This data is from NCI-60 drug combinations with 297,098 pairs across 59 cell lines. The task is: Regression. Given two drug SMILES strings and cell line genomic features, predict the synergy score measuring deviation from expected non-interaction effect. Drug 1: CC1=C2C(C(=O)C3(C(CC4C(C3C(C(C2(C)C)(CC1OC(=O)C(C(C5=CC=CC=C5)NC(=O)OC(C)(C)C)O)O)OC(=O)C6=CC=CC=C6)(CO4)OC(=O)C)OC)C)OC. Drug 2: C1=CC(=CC=C1CCCC(=O)O)N(CCCl)CCCl. Cell line: SR. Synergy scores: CSS=72.6, Synergy_ZIP=0.740, Synergy_Bliss=-0.871, Synergy_Loewe=-0.846, Synergy_HSA=1.66.